This data is from Forward reaction prediction with 1.9M reactions from USPTO patents (1976-2016). The task is: Predict the product of the given reaction. (1) Given the reactants [Br:1][C:2]1[CH:7]=[CH:6][C:5]([CH:8](C(OCC)=O)[C:9](OCC)=[O:10])=[C:4]([N+:19]([O-])=O)[CH:3]=1, predict the reaction product. The product is: [Br:1][C:2]1[CH:3]=[C:4]2[C:5]([CH2:8][C:9](=[O:10])[NH:19]2)=[CH:6][CH:7]=1. (2) The product is: [CH3:1][O:2][C:3]1[CH:4]=[C:5]2[C:10](=[CH:11][CH:12]=1)[CH2:9][CH:8]([CH2:13][C:14]([O:16][CH2:17][CH3:18])=[O:15])[CH2:7][CH2:6]2. Given the reactants [CH3:1][O:2][C:3]1[CH:4]=[C:5]2[C:10](=[CH:11][CH:12]=1)[CH2:9]/[C:8](=[CH:13]/[C:14]([O:16][CH2:17][CH3:18])=[O:15])/[CH2:7][CH2:6]2.[H][H], predict the reaction product. (3) Given the reactants C(N(CC)C(C)C)(C)C.[Cl:10][C:11]1[CH:12]=[C:13]([C:18]2[N:22]([C:23]3[CH:24]=[N:25][CH:26]=[CH:27][CH:28]=3)[N:21]=[C:20]([C:29]([OH:31])=O)[CH:19]=2)[CH:14]=[C:15]([F:17])[CH:16]=1.[O:32]=[C:33]1[CH2:38][NH:37][CH2:36][CH2:35][NH:34]1.CN(C(ON1N=NC2C=CC=NC1=2)=[N+](C)C)C.F[P-](F)(F)(F)(F)F, predict the reaction product. The product is: [Cl:10][C:11]1[CH:12]=[C:13]([C:18]2[N:22]([C:23]3[CH:24]=[N:25][CH:26]=[CH:27][CH:28]=3)[N:21]=[C:20]([C:29]([N:37]3[CH2:36][CH2:35][NH:34][C:33](=[O:32])[CH2:38]3)=[O:31])[CH:19]=2)[CH:14]=[C:15]([F:17])[CH:16]=1. (4) Given the reactants Br[C:2]1[CH:3]=[C:4]([NH:10][C@@H:11]2[CH2:16][CH2:15][CH2:14][CH2:13][C@@H:12]2[NH:17][C:18](=[O:24])[O:19][C:20]([CH3:23])([CH3:22])[CH3:21])[CH:5]=[N:6][C:7]=1[C:8]#[N:9].[NH2:25][C:26]1[N:31]=[C:30]([CH3:32])[C:29]([C:33]#[N:34])=[CH:28][CH:27]=1.C1(P(C2CCCCC2)C2C=CC=CC=2C2C(C(C)C)=CC(C(C)C)=CC=2C(C)C)CCCCC1.C(=O)([O-])[O-].[Cs+].[Cs+], predict the reaction product. The product is: [C:8]([C:7]1[N:6]=[CH:5][C:4]([NH:10][C@@H:11]2[CH2:16][CH2:15][CH2:14][CH2:13][C@@H:12]2[NH:17][C:18](=[O:24])[O:19][C:20]([CH3:23])([CH3:22])[CH3:21])=[CH:3][C:2]=1[NH:25][C:26]1[CH:27]=[CH:28][C:29]([C:33]#[N:34])=[C:30]([CH3:32])[N:31]=1)#[N:9]. (5) Given the reactants [CH2:1]([N:7]([CH3:26])[C:8]1[CH:25]=[CH:24][C:11]([CH:12]=[C:13]2[S:17][C:16](=[S:18])[N:15]([CH2:19][C:20](O)=[O:21])[C:14]2=[O:23])=[CH:10][CH:9]=1)[CH2:2][CH2:3][CH2:4][CH2:5][CH3:6].C(N1C=CN=C1)(N1C=CN=C1)=O.[CH3:39][S:40]([NH2:43])(=[O:42])=[O:41].[H-].[Na+].Cl, predict the reaction product. The product is: [CH2:1]([N:7]([CH3:26])[C:8]1[CH:25]=[CH:24][C:11]([CH:12]=[C:13]2[S:17][C:16](=[S:18])[N:15]([CH2:19][C:20]([NH:43][S:40]([CH3:39])(=[O:42])=[O:41])=[O:21])[C:14]2=[O:23])=[CH:10][CH:9]=1)[CH2:2][CH2:3][CH2:4][CH2:5][CH3:6].